From a dataset of Retrosynthesis with 50K atom-mapped reactions and 10 reaction types from USPTO. Predict the reactants needed to synthesize the given product. Given the product Nc1ccc([N+](=O)[O-])cc1CO, predict the reactants needed to synthesize it. The reactants are: Nc1ccc([N+](=O)[O-])cc1C(=O)O.